Dataset: Forward reaction prediction with 1.9M reactions from USPTO patents (1976-2016). Task: Predict the product of the given reaction. (1) Given the reactants C([Si](C)(C)[O:6][CH2:7][CH2:8][N:9]([C:35]#[N:36])[C:10]1[CH:15]=[CH:14][C:13]([NH:16][C:17](=[O:34])[C:18]2[CH:23]=[CH:22][N:21]=[CH:20][C:19]=2[NH:24][C:25](=[O:33])[C:26]2[CH:31]=[CH:30][C:29]([Cl:32])=[CH:28][CH:27]=2)=[CH:12][CH:11]=1)(C)(C)C.[CH3:39][S:40]([OH:43])(=[O:42])=[O:41], predict the reaction product. The product is: [CH3:39][S:40]([OH:43])(=[O:42])=[O:41].[Cl:32][C:29]1[CH:28]=[CH:27][C:26]([C:25]([NH:24][C:19]2[CH:20]=[N:21][CH:22]=[CH:23][C:18]=2[C:17]([NH:16][C:13]2[CH:12]=[CH:11][C:10]([N:9]3[CH2:8][CH2:7][O:6][C:35]3=[NH:36])=[CH:15][CH:14]=2)=[O:34])=[O:33])=[CH:31][CH:30]=1. (2) Given the reactants [CH3:1][N:2]([CH2:4][C:5]1[C:13]2[O:12][N:11]=[C:10]([CH2:14][CH2:15][CH:16]3[CH2:21][CH2:20][NH:19][CH2:18][CH2:17]3)[C:9]=2[CH:8]=[CH:7][C:6]=1[O:22][CH2:23][CH:24]1[CH2:26][CH2:25]1)[CH3:3].[CH:27]([C:29]1[O:33][C:32]([C:34]#[N:35])=[CH:31][CH:30]=1)=O.C(O[BH-](OC(=O)C)OC(=O)C)(=O)C.[Na+].C(=O)(O)[O-].[Na+].C(=O)([O-])[O-].[Na+].[Na+], predict the reaction product. The product is: [CH:24]1([CH2:23][O:22][C:6]2[CH:7]=[CH:8][C:9]3[C:10]([CH2:14][CH2:15][CH:16]4[CH2:21][CH2:20][N:19]([CH2:27][C:29]5[O:33][C:32]([C:34]#[N:35])=[CH:31][CH:30]=5)[CH2:18][CH2:17]4)=[N:11][O:12][C:13]=3[C:5]=2[CH2:4][N:2]([CH3:3])[CH3:1])[CH2:25][CH2:26]1.